Dataset: Reaction yield outcomes from USPTO patents with 853,638 reactions. Task: Predict the reaction yield, written as a fraction of the theoretical maximum amount of product (1.0 means a 100% yield; for example, 0.34 means a 34% yield). (1) The reactants are [CH3:1][O:2][C:3]1[CH:36]=[CH:35][C:6]([CH2:7][O:8][C:9]2[CH:10]=[C:11]([C:16]3[N:21]=[C:20]([C:22]([O:24][CH3:25])=[O:23])[CH:19]=[CH:18][C:17]=3B3OC(C)(C)C(C)(C)O3)[CH:12]=[CH:13][C:14]=2[Cl:15])=[CH:5][CH:4]=1.Br[C:38]1[C:43]([Cl:44])=[CH:42][C:41]([CH3:45])=[CH:40][N:39]=1. No catalyst specified. The product is [Cl:44][C:43]1[C:38]([C:17]2[C:16]([C:11]3[CH:12]=[CH:13][C:14]([Cl:15])=[C:9]([O:8][CH2:7][C:6]4[CH:35]=[CH:36][C:3]([O:2][CH3:1])=[CH:4][CH:5]=4)[CH:10]=3)=[N:21][C:20]([C:22]([O:24][CH3:25])=[O:23])=[CH:19][CH:18]=2)=[N:39][CH:40]=[C:41]([CH3:45])[CH:42]=1. The yield is 0.640. (2) The reactants are Cl[C:2]1[CH:3]=[C:4]([CH:8]=[CH:9][N:10]=1)[C:5]([OH:7])=[O:6].[NH2:11][C:12]1[N:17]=[CH:16][C:15]([C:18]2([C:21]#[N:22])[CH2:20][CH2:19]2)=[CH:14][CH:13]=1.C([O-])([O-])=O.[K+].[K+]. The catalyst is CC(C1C=C(C(C)C)C(C2C(P(C3CCCCC3)C3CCCCC3)=C(OC)C=CC=2OC)=C(C(C)C)C=1)C.C1C=[C-]C(CCN)=CC=1.Cl[Pd+].CC(C1C=C(C(C)C)C(C2C(P(C3CCCCC3)C3CCCCC3)=C(OC)C=CC=2OC)=C(C(C)C)C=1)C. The product is [C:21]([C:18]1([C:15]2[CH:14]=[CH:13][C:12]([NH:11][C:2]3[CH:3]=[C:4]([CH:8]=[CH:9][N:10]=3)[C:5]([OH:7])=[O:6])=[N:17][CH:16]=2)[CH2:20][CH2:19]1)#[N:22]. The yield is 0.422. (3) The reactants are C([O:5][C:6](=[O:18])[CH2:7][NH:8][C:9](=[O:17])[C:10]1[CH:15]=[CH:14][C:13]([OH:16])=[CH:12][CH:11]=1)(C)(C)C.[CH:19]1[C:28]2[C:23](=[CH:24][CH:25]=[CH:26][CH:27]=2)[CH:22]=[CH:21][C:20]=1[CH2:29][CH2:30]O. No catalyst specified. The product is [CH:19]1[C:28]2[C:23](=[CH:24][CH:25]=[CH:26][CH:27]=2)[CH:22]=[CH:21][C:20]=1[CH2:29][CH2:30][O:16][C:13]1[CH:12]=[CH:11][C:10]([C:9]([NH:8][CH2:7][C:6]([OH:5])=[O:18])=[O:17])=[CH:15][CH:14]=1. The yield is 0.900. (4) The reactants are [CH3:1][OH:2].[CH2:3]1[CH2:10]O[S:6](=[O:8])(=[O:7])[CH2:5][CH2:4]1.S(Cl)(Cl)=O.[F-:15].[K+]. The catalyst is C(S(O)(=O)=O)(F)(F)F.O.C(#N)C.C(Cl)(Cl)Cl.CN(C)C=O. The product is [CH3:1][O:2][CH2:10][CH2:3][CH2:4][CH2:5][S:6]([F:15])(=[O:8])=[O:7]. The yield is 0.720. (5) The reactants are [C:1]([C:3]1[CH:8]=[CH:7][C:6]([C:9]2[CH:10]=[N:11][N:12]([C:16]3[CH:31]=[CH:30][C:19]([C:20]([NH:22][CH2:23][CH:24]4[CH2:29][CH2:28][O:27][CH2:26][CH2:25]4)=[O:21])=[CH:18][N:17]=3)[C:13]=2[O:14]C)=[C:5]([CH3:32])[CH:4]=1)#[N:2].[Cl-].[Li+]. The catalyst is CC(N(C)C)=O. The product is [C:1]([C:3]1[CH:8]=[CH:7][C:6]([C:9]2[CH:10]=[N:11][N:12]([C:16]3[CH:31]=[CH:30][C:19]([C:20]([NH:22][CH2:23][CH:24]4[CH2:29][CH2:28][O:27][CH2:26][CH2:25]4)=[O:21])=[CH:18][N:17]=3)[C:13]=2[OH:14])=[C:5]([CH3:32])[CH:4]=1)#[N:2]. The yield is 0.310. (6) The reactants are [Si:1]([O:8][CH2:9][C@H:10]([O:12][C:13]1[CH:14]=[CH:15][CH:16]=[C:17]2[C:22]=1[N:21]=[C:20]([CH3:23])[CH:19]=[CH:18]2)[CH3:11])([C:4]([CH3:7])([CH3:6])[CH3:5])([CH3:3])[CH3:2].[Se](=O)=[O:25]. The catalyst is O1CCOCC1.O. The product is [Si:1]([O:8][CH2:9][C@H:10]([O:12][C:13]1[CH:14]=[CH:15][CH:16]=[C:17]2[C:22]=1[N:21]=[C:20]([CH:23]=[O:25])[CH:19]=[CH:18]2)[CH3:11])([C:4]([CH3:6])([CH3:7])[CH3:5])([CH3:3])[CH3:2]. The yield is 0.840.